From a dataset of Full USPTO retrosynthesis dataset with 1.9M reactions from patents (1976-2016). Predict the reactants needed to synthesize the given product. (1) Given the product [Cl:17][C:18]1[CH:23]=[CH:22][C:21]([Cl:24])=[CH:20][C:19]=1[O:25][C:4]1[C:5]([F:12])=[C:6]([C:10]#[N:11])[C:7](=[C:2]([F:1])[C:3]=1[O:25][C:19]1[CH:20]=[C:21]([Cl:24])[CH:22]=[CH:23][C:18]=1[Cl:17])[C:8]#[N:9], predict the reactants needed to synthesize it. The reactants are: [F:1][C:2]1[C:3](F)=[C:4](F)[C:5]([F:12])=[C:6]([C:10]#[N:11])[C:7]=1[C:8]#[N:9].[F-].[K+].[Cl:17][C:18]1[CH:23]=[CH:22][C:21]([Cl:24])=[CH:20][C:19]=1[OH:25]. (2) Given the product [NH:2]1[C:1]2[C:9](=[CH:8][CH:7]=[CH:6][CH:5]=2)[CH2:4][CH:3]1[CH2:24][C:26]1[CH:27]=[CH:28][C:29]([C:32]2[CH:36]=[C:35]([C:37]([NH2:39])=[O:38])[O:34][N:33]=2)=[CH:30][CH:31]=1, predict the reactants needed to synthesize it. The reactants are: [CH2:1]1[C:9]2[C:4](=[CH:5][CH:6]=[CH:7][CH:8]=2)[CH2:3][NH:2]1.[BH-](OC(C)=O)(OC(C)=O)OC(C)=O.[Na+].[CH:24]([C:26]1[CH:31]=[CH:30][C:29]([C:32]2[CH:36]=[C:35]([C:37]([NH2:39])=[O:38])[O:34][N:33]=2)=[CH:28][CH:27]=1)=O.C([O-])([O-])=O.[Na+].[Na+]. (3) Given the product [F:12][C:13]([F:23])([F:22])[C:14]1[CH:21]=[CH:20][C:17]([CH:18]=[CH2:1])=[CH:16][N:15]=1, predict the reactants needed to synthesize it. The reactants are: [CH2:1]([Li])CCC.CCCCCC.[F:12][C:13]([F:23])([F:22])[C:14]1[CH:21]=[CH:20][C:17]([CH:18]=O)=[CH:16][N:15]=1. (4) Given the product [OH:3][CH:4]([CH2:10][CH2:11][CH2:12][C:13]1[CH:14]=[CH:15][CH:16]=[CH:17][CH:18]=1)[C:5]([O:7][CH2:8][CH3:9])=[O:6], predict the reactants needed to synthesize it. The reactants are: [BH4-].[Na+].[O:3]=[C:4]([CH2:10][CH2:11][CH2:12][C:13]1[CH:18]=[CH:17][CH:16]=[CH:15][CH:14]=1)[C:5]([O:7][CH2:8][CH3:9])=[O:6].O.Cl. (5) The reactants are: [F:1][C:2]1[CH:3]=[CH:4][C:5]2[N:9]=[CH:8][N:7]([C:10]3[N:18]=[C:17]4[C:13]([NH:14][C:15](=[O:26])[N:16]4[C@H:19]4[CH2:24][CH2:23][C@H:22]([OH:25])[CH2:21][CH2:20]4)=[CH:12][N:11]=3)[C:6]=2[CH:27]=1.[CH3:28][C:29]([O:32][C:33](O[C:33]([O:32][C:29]([CH3:31])([CH3:30])[CH3:28])=[O:34])=[O:34])([CH3:31])[CH3:30].[CH2:43](N(CC)CC)C.[H-].[Na+]. Given the product [F:1][C:2]1[CH:3]=[CH:4][C:5]2[N:9]=[CH:8][N:7]([C:10]3[N:18]=[C:17]4[C:13]([N:14]([C:33]([O:32][C:29]([CH3:31])([CH3:30])[CH3:28])=[O:34])[C:15](=[O:26])[N:16]4[C@H:19]4[CH2:20][CH2:21][C@H:22]([O:25][CH3:43])[CH2:23][CH2:24]4)=[CH:12][N:11]=3)[C:6]=2[CH:27]=1, predict the reactants needed to synthesize it. (6) Given the product [O:7]([C:8]1[CH:13]=[CH:12][N:11]=[C:10]([C:32]2[C:28]([CH3:27])=[N:29][O:30][C:31]=2[CH3:36])[CH:9]=1)[C@@H:6]1[S:15][CH2:16][C@@H:17]([OH:23])[C@H:18]([OH:19])[C@H:5]1[OH:4], predict the reactants needed to synthesize it. The reactants are: C([O:4][C@@H:5]1[C@@H:18]([O:19]C(=O)C)[C@H:17]([O:23]C(=O)C)[CH2:16][S:15][C@H:6]1[O:7][C:8]1[CH:13]=[CH:12][N:11]=[C:10](Br)[CH:9]=1)(=O)C.[CH3:27][C:28]1[C:32](B(O)O)=[C:31]([CH3:36])[O:30][N:29]=1. (7) Given the product [C:33]([O:32][C:31](=[O:37])[NH:30][CH:27]1[CH2:26][CH2:25][N:24]([C:19](=[O:20])[C:18]2[CH:17]=[CH:16][C:15]([C:12]3[N:10]4[N:11]=[C:6]([NH:5][CH2:1][CH2:2][CH2:3][CH3:4])[CH:7]=[CH:8][C:9]4=[N:14][CH:13]=3)=[CH:23][CH:22]=2)[CH2:29][CH2:28]1)([CH3:34])([CH3:36])[CH3:35], predict the reactants needed to synthesize it. The reactants are: [CH2:1]([NH:5][C:6]1[CH:7]=[CH:8][C:9]2[N:10]([C:12]([C:15]3[CH:23]=[CH:22][C:18]([C:19](O)=[O:20])=[CH:17][CH:16]=3)=[CH:13][N:14]=2)[N:11]=1)[CH2:2][CH2:3][CH3:4].[NH:24]1[CH2:29][CH2:28][CH:27]([NH:30][C:31](=[O:37])[O:32][C:33]([CH3:36])([CH3:35])[CH3:34])[CH2:26][CH2:25]1.C(N=C=NCCCN(C)C)C. (8) Given the product [S:8]([C:5]1[CH:4]=[CH:3][C:2]([O-:1])=[CH:7][CH:6]=1)(=[O:9])(=[O:10])[NH2:11].[K+:13], predict the reactants needed to synthesize it. The reactants are: [OH:1][C:2]1[CH:7]=[CH:6][C:5]([S:8]([NH2:11])(=[O:10])=[O:9])=[CH:4][CH:3]=1.[OH-].[K+:13]. (9) Given the product [CH:26]([N:24]([CH3:25])[C:19]1[C:18]([C:16]([NH:15][C:6]2([C:4]([OH:5])=[O:3])[CH2:14][C:13]3[C:8](=[CH:9][CH:10]=[CH:11][CH:12]=3)[CH2:7]2)=[O:17])=[CH:23][CH:22]=[CH:21][N:20]=1)([CH3:28])[CH3:27], predict the reactants needed to synthesize it. The reactants are: C([O:3][C:4]([C:6]1([NH:15][C:16]([C:18]2[C:19]([N:24]([CH:26]([CH3:28])[CH3:27])[CH3:25])=[N:20][CH:21]=[CH:22][CH:23]=2)=[O:17])[CH2:14][C:13]2[C:8](=[CH:9][CH:10]=[CH:11][CH:12]=2)[CH2:7]1)=[O:5])C.O1CCOCC1.CO.